This data is from Forward reaction prediction with 1.9M reactions from USPTO patents (1976-2016). The task is: Predict the product of the given reaction. Given the reactants [NH2:1][C:2]1[CH:7]=[C:6]([Cl:8])[N:5]=[C:4](Cl)[N:3]=1.[NH2:10][NH2:11].[CH3:12][C:13](=O)[CH2:14][C:15](=O)[CH3:16].C(O)C, predict the reaction product. The product is: [Cl:8][C:6]1[N:5]=[C:4]([N:10]2[C:13]([CH3:12])=[CH:14][C:15]([CH3:16])=[N:11]2)[N:3]=[C:2]([NH2:1])[CH:7]=1.